From a dataset of Full USPTO retrosynthesis dataset with 1.9M reactions from patents (1976-2016). Predict the reactants needed to synthesize the given product. (1) Given the product [C:1]([O:9][CH:10]1[CH2:15][CH2:14][N:13]([CH2:18][C@H:19]([OH:23])[CH2:20][C:21]#[N:22])[CH2:12][CH:11]1[F:16])(=[O:8])[C:2]1[CH:3]=[CH:4][CH:5]=[CH:6][CH:7]=1, predict the reactants needed to synthesize it. The reactants are: [C:1]([O:9][CH:10]1[CH2:15][CH2:14][NH:13][CH2:12][CH:11]1[F:16])(=[O:8])[C:2]1[CH:7]=[CH:6][CH:5]=[CH:4][CH:3]=1.Cl[CH2:18][C@H:19]([OH:23])[CH2:20][C:21]#[N:22].C(=O)([O-])O.[Na+]. (2) The reactants are: [CH3:1][C:2]1([CH3:10])[CH2:9][C:7](=[O:8])[CH2:6][C:4](=[O:5])[CH2:3]1.CCN(C(C)C)C(C)C.[C:20](OC(=O)C)(=[O:22])[CH3:21]. Given the product [C:20]([CH:6]1[C:4](=[O:5])[CH2:3][C:2]([CH3:10])([CH3:1])[CH2:9][C:7]1=[O:8])(=[O:22])[CH3:21], predict the reactants needed to synthesize it. (3) Given the product [NH2:23][C:21]1[CH:20]=[CH:19][C:3]([O:4][C:5]2[CH:18]=[CH:17][C:8]([C:9]([NH:11][CH2:12][C:13]([CH3:16])([CH3:15])[CH3:14])=[O:10])=[CH:7][CH:6]=2)=[C:2]([Cl:1])[CH:22]=1, predict the reactants needed to synthesize it. The reactants are: [Cl:1][C:2]1[CH:22]=[C:21]([N+:23]([O-])=O)[CH:20]=[CH:19][C:3]=1[O:4][C:5]1[CH:18]=[CH:17][C:8]([C:9]([NH:11][CH2:12][C:13]([CH3:16])([CH3:15])[CH3:14])=[O:10])=[CH:7][CH:6]=1.[Cl-].[Ca+2].[Cl-].O. (4) The reactants are: [C:1]([O:5][C:6](=[O:14])[NH:7][C:8]1[CH:12]=[CH:11][S:10][C:9]=1Br)([CH3:4])([CH3:3])[CH3:2].C([Li])CCC.Cl[Sn:21]([CH3:24])([CH3:23])[CH3:22]. Given the product [C:1]([O:5][C:6](=[O:14])[NH:7][C:8]1[CH:12]=[CH:11][S:10][C:9]=1[Sn:21]([CH3:24])([CH3:23])[CH3:22])([CH3:4])([CH3:3])[CH3:2], predict the reactants needed to synthesize it. (5) The reactants are: [C:1]([C:4]1[N:5]=[C:6]([CH2:39][CH3:40])[C:7]([NH:28][CH:29]2[CH2:34][CH2:33][CH:32]([C:35]([O:37]C)=[O:36])[CH2:31][CH2:30]2)=[N:8][C:9]=1[NH:10][C:11]1[CH:16]=[CH:15][C:14]([N:17]2[CH2:22][CH2:21][N:20]([CH3:23])[CH2:19][CH2:18]2)=[C:13]([C:24]([F:27])([F:26])[F:25])[CH:12]=1)(=[O:3])[NH2:2].C1COCC1.[OH-].[Na+].Cl. Given the product [C:1]([C:4]1[N:5]=[C:6]([CH2:39][CH3:40])[C:7]([NH:28][CH:29]2[CH2:34][CH2:33][CH:32]([C:35]([OH:37])=[O:36])[CH2:31][CH2:30]2)=[N:8][C:9]=1[NH:10][C:11]1[CH:16]=[CH:15][C:14]([N:17]2[CH2:18][CH2:19][N:20]([CH3:23])[CH2:21][CH2:22]2)=[C:13]([C:24]([F:25])([F:27])[F:26])[CH:12]=1)(=[O:3])[NH2:2], predict the reactants needed to synthesize it. (6) The reactants are: [CH:1]([C:3]1[CH:4]=[C:5]2[C:9](=[CH:10][CH:11]=1)[NH:8][CH:7]=[CH:6]2)=O.CCOC(C)=O.CCCCCC.[N+:24]([CH3:27])([O-:26])=[O:25]. Given the product [N+:24]([CH:27]=[CH:1][C:3]1[CH:4]=[C:5]2[C:9](=[CH:10][CH:11]=1)[NH:8][CH:7]=[CH:6]2)([O-:26])=[O:25], predict the reactants needed to synthesize it. (7) Given the product [CH2:1]([O:5][C:6]1[N:14]=[C:13]2[C:9]([N:10]=[C:11]([O:19][CH3:20])[N:12]2[CH2:15][CH2:16][CH2:17][N:30]2[CH2:31][CH2:32][N:27]([CH2:24][CH2:25][CH3:26])[CH2:28][CH2:29]2)=[C:8]([NH2:21])[N:7]=1)[CH2:2][CH2:3][CH3:4], predict the reactants needed to synthesize it. The reactants are: [CH2:1]([O:5][C:6]1[N:14]=[C:13]2[C:9]([N:10]=[C:11]([O:19][CH3:20])[N:12]2[CH2:15][CH2:16][CH2:17]Cl)=[C:8]([NH2:21])[N:7]=1)[CH2:2][CH2:3][CH3:4].Br.Br.[CH2:24]([N:27]1[CH2:32][CH2:31][NH:30][CH2:29][CH2:28]1)[CH2:25][CH3:26].C(N(CC)C(C)C)(C)C.